This data is from Reaction yield outcomes from USPTO patents with 853,638 reactions. The task is: Predict the reaction yield, written as a fraction of the theoretical maximum amount of product (1.0 means a 100% yield; for example, 0.34 means a 34% yield). (1) The reactants are [F:1][C:2]1[CH:7]=[C:6]([N:8]2[CH:12]=[C:11]([CH3:13])[N:10]=[C:9]2[C:14]2[CH:19]=[CH:18][C:17]([C:20]3[N:21]=[C:22]([Si](C)(C)C)[S:23][CH:24]=3)=[CH:16][CH:15]=2)[CH:5]=[CH:4][C:3]=1[S:29]([NH2:32])(=[O:31])=[O:30].[F-].C([N+](CCCC)(CCCC)CCCC)CCC.O. The catalyst is C1COCC1. The product is [F:1][C:2]1[CH:7]=[C:6]([N:8]2[CH:12]=[C:11]([CH3:13])[N:10]=[C:9]2[C:14]2[CH:19]=[CH:18][C:17]([C:20]3[N:21]=[CH:22][S:23][CH:24]=3)=[CH:16][CH:15]=2)[CH:5]=[CH:4][C:3]=1[S:29]([NH2:32])(=[O:30])=[O:31]. The yield is 0.441. (2) The reactants are [C:1]([Si:5]([CH3:20])([CH3:19])[O:6][CH2:7][CH2:8][O:9][C:10]1[CH:11]=[C:12]([CH:16]=[CH:17][CH:18]=1)[CH2:13][NH:14][CH3:15])([CH3:4])([CH3:3])[CH3:2].Cl[C:22]1[NH:23][C:24]2[C:29]([C:30](=[O:32])[N:31]=1)=[C:28]([O:33][CH3:34])[C:27]([O:35][CH3:36])=[C:26]([O:37][CH3:38])[CH:25]=2.CCN(CC)CC.O. The catalyst is CS(C)=O. The product is [C:1]([Si:5]([CH3:19])([CH3:20])[O:6][CH2:7][CH2:8][O:9][C:10]1[CH:11]=[C:12]([CH:16]=[CH:17][CH:18]=1)[CH2:13][N:14]([CH3:15])[C:22]1[NH:23][C:24]2[C:29]([C:30](=[O:32])[N:31]=1)=[C:28]([O:33][CH3:34])[C:27]([O:35][CH3:36])=[C:26]([O:37][CH3:38])[CH:25]=2)([CH3:4])([CH3:3])[CH3:2]. The yield is 0.821.